Dataset: Forward reaction prediction with 1.9M reactions from USPTO patents (1976-2016). Task: Predict the product of the given reaction. Given the reactants [C:1]([O:7][CH2:8][CH3:9])(=[O:6])[CH2:2][C:3]([O-:5])=O.C1C=CC2N(O)N=NC=2C=1.CCN=C=NCCCN(C)C.Cl.[C:32]1([C:39]2[CH:44]=[CH:43][CH:42]=[CH:41][CH:40]=2)[CH:37]=[CH:36][C:35]([NH2:38])=[CH:34][CH:33]=1, predict the reaction product. The product is: [CH2:8]([O:7][C:1](=[O:6])[CH2:2][C:3]([NH:38][C:35]1[CH:34]=[CH:33][C:32]([C:39]2[CH:44]=[CH:43][CH:42]=[CH:41][CH:40]=2)=[CH:37][CH:36]=1)=[O:5])[CH3:9].